Dataset: Forward reaction prediction with 1.9M reactions from USPTO patents (1976-2016). Task: Predict the product of the given reaction. (1) Given the reactants [Li+].CC([N-]C(C)C)C.[CH3:9][O:10][C:11](=[O:16])/[CH:12]=[CH:13]/[O:14][CH3:15].[N:17]1([CH2:23][CH2:24][CH2:25]C=O)[CH2:22][CH2:21][O:20][CH2:19][CH2:18]1.Cl, predict the reaction product. The product is: [CH3:15][O:14][C:13]1[CH:9]([CH2:25][CH2:24][CH2:23][N:17]2[CH2:22][CH2:21][O:20][CH2:19][CH2:18]2)[O:10][C:11](=[O:16])[CH:12]=1. (2) Given the reactants [Br:1][C:2]1[CH:25]=[CH:24][C:5]([O:6][CH2:7][CH:8]2[CH2:13][CH2:12][N:11]([C:14]([C:16]3([C:20]([F:23])([F:22])[F:21])[CH2:19][CH2:18][CH2:17]3)=O)[CH2:10][CH2:9]2)=[C:4]([F:26])[CH:3]=1.O, predict the reaction product. The product is: [Br:1][C:2]1[CH:25]=[CH:24][C:5]([O:6][CH2:7][CH:8]2[CH2:13][CH2:12][N:11]([CH2:14][C:16]3([C:20]([F:21])([F:23])[F:22])[CH2:17][CH2:18][CH2:19]3)[CH2:10][CH2:9]2)=[C:4]([F:26])[CH:3]=1.